From a dataset of Full USPTO retrosynthesis dataset with 1.9M reactions from patents (1976-2016). Predict the reactants needed to synthesize the given product. Given the product [NH2:1][C:2]1[CH:12]=[C:11]([CH:16]=[O:18])[C:10]([O:14][CH3:15])=[CH:9][C:3]=1[C:4]([O:6][CH2:7][CH3:8])=[O:5], predict the reactants needed to synthesize it. The reactants are: [NH2:1][C:2]1[CH:12]=[C:11](Cl)[C:10]([O:14][CH3:15])=[CH:9][C:3]=1[C:4]([O:6][CH2:7][CH3:8])=[O:5].[CH2:16]([O:18]C(=O)C1C=C(C(F)(F)F)C(C=C)=CC=1N)C.CC[C@@H]1[C@@H]2C[C@H]([C@@H](OC3C4C(=CC=CC=4)C(O[C@@H](C4C=CN=C5C=4C=C(OC)C=C5)[C@@H]4N5C[C@H](CC)[C@@H](CC5)C4)=NN=3)C3C=CN=C4C=3C=C(OC)C=C4)N(CC2)C1.